Dataset: Serine/threonine kinase 33 screen with 319,792 compounds. Task: Binary Classification. Given a drug SMILES string, predict its activity (active/inactive) in a high-throughput screening assay against a specified biological target. (1) The drug is O(CC(=O)Nc1ccc(n2nnnc2)cc1)CC(O)=O. The result is 0 (inactive). (2) The drug is S(=O)(=O)(N1CCOCC1)c1ccc(OCC(=O)N2CC(CCC2)C(OCC)=O)cc1. The result is 0 (inactive). (3) The molecule is S(c1nc([nH]n1)C)CC(O)=O. The result is 0 (inactive). (4) The molecule is S=c1[nH]c(C(C)(C)C)cn1c1ccc(F)cc1. The result is 0 (inactive). (5) The molecule is Clc1cc(c2oc3c(c(=O)c2)c(O)ccc3)ccc1. The result is 0 (inactive). (6) The result is 0 (inactive). The compound is s1c2n(c(O)c(CCCC)c(=O)n2)cc1. (7) The molecule is S(=O)(=O)(N1CCC(CC1)C(OCC(=O)NCc1ccccc1)=O)c1sccc1. The result is 0 (inactive). (8) The molecule is s1c2nc([nH]c(=O)c2c(c1C(=O)C)C)CSc1n(C)cnn1. The result is 0 (inactive). (9) The compound is S(c1[nH]c2c(cccc2)c(=O)n1)CCOc1ccccc1. The result is 0 (inactive). (10) The molecule is S1C2(N(C(C1)C(=O)Nc1c(N3CCCCC3)ccc(c1)C(F)(F)F)C(=O)CC2)C. The result is 0 (inactive).